This data is from Full USPTO retrosynthesis dataset with 1.9M reactions from patents (1976-2016). The task is: Predict the reactants needed to synthesize the given product. Given the product [Br:1][C:2]1[CH:3]=[C:4]([C:8]2[N:22]([CH2:23][C:24]3[CH:29]=[CH:28][C:27]([CH3:30])=[CH:26][C:25]=3[CH3:31])[C:20](=[O:21])[C:19]([C:17]#[N:18])=[C:10]([C:11]([F:14])([F:13])[F:12])[CH:9]=2)[CH:5]=[CH:6][CH:7]=1, predict the reactants needed to synthesize it. The reactants are: [Br:1][C:2]1[CH:3]=[C:4]([C:8](=O)[CH2:9][C:10](=O)[C:11]([F:14])([F:13])[F:12])[CH:5]=[CH:6][CH:7]=1.[C:17]([CH2:19][C:20]([NH:22][CH2:23][C:24]1[CH:29]=[CH:28][C:27]([CH3:30])=[CH:26][C:25]=1[CH3:31])=[O:21])#[N:18].C1CCN2C(=NCCC2)CC1.